The task is: Predict which catalyst facilitates the given reaction.. This data is from Catalyst prediction with 721,799 reactions and 888 catalyst types from USPTO. (1) Reactant: [C:1]1([C:47]2[CH:52]=[CH:51][CH:50]=[CH:49][CH:48]=2)[CH:6]=[CH:5][C:4]([CH2:7][CH2:8][NH:9][C:10]2[N:18]=[C:17]([Cl:19])[N:16]=[C:15]3[C:11]=2[N:12]=[CH:13][N:14]3[C@H:20]2[C@@H:24]3[O:25]C(C)(C)[O:27][C@@H:23]3[C@@H:22]([CH2:30][S:31][CH2:32][CH2:33][CH:34]([NH:39]C(OC(C)(C)C)=O)[C:35]([O:37]C)=[O:36])[O:21]2)=[CH:3][CH:2]=1.[OH-].[K+].C1COCC1.C(O)(C(F)(F)F)=O.O. Product: [NH2:39][CH:34]([CH2:33][CH2:32][S:31][CH2:30][C@@H:22]1[C@@H:23]([OH:27])[C@@H:24]([OH:25])[C@H:20]([N:14]2[CH:13]=[N:12][C:11]3[C:15]2=[N:16][C:17]([Cl:19])=[N:18][C:10]=3[NH:9][CH2:8][CH2:7][C:4]2[CH:3]=[CH:2][C:1]([C:47]3[CH:48]=[CH:49][CH:50]=[CH:51][CH:52]=3)=[CH:6][CH:5]=2)[O:21]1)[C:35]([OH:37])=[O:36]. The catalyst class is: 6. (2) Product: [Cl:53][C:52]1[CH:51]=[N+:50]([O-:54])[CH:49]=[C:48]([Cl:55])[C:47]=1[CH2:46][C@@H:45]([C:56]1[CH:57]=[CH:58][C:34]([O:33][CH3:32])=[C:35]([O:30][CH3:31])[CH:61]=1)[O:44][C:42]([C:41]1[CH:66]=[CH:67][C:38]([CH2:36][NH:8][C:9]2([C:18]([O:20][C@@H:21]3[CH:26]4[CH2:27][CH2:28][N:23]([CH2:24][CH2:25]4)[CH2:22]3)=[O:19])[C:17]3[C:12](=[CH:13][CH:14]=[CH:15][CH:16]=3)[CH2:11][CH2:10]2)=[CH:39][CH:40]=1)=[O:43]. The catalyst class is: 25. Reactant: C(OC([NH:8][C:9]1([C:18]([O:20][C@@H:21]2[CH:26]3[CH2:27][CH2:28][N:23]([CH2:24][CH2:25]3)[CH2:22]2)=[O:19])[C:17]2[C:12](=[CH:13][CH:14]=[CH:15][CH:16]=2)[CH2:11][CH2:10]1)=O)(C)(C)C.Cl.[O:30]1[CH2:35][CH2:34][O:33][CH2:32][CH2:31]1.[CH:36]([C:38]1[CH:67]=[CH:66][C:41]([C:42]([O:44][C@H:45]([C:56]2[CH:61]=CC(OC)=[C:58](OC)[CH:57]=2)[CH2:46][C:47]2[C:52]([Cl:53])=[CH:51][N+:50]([O-:54])=[CH:49][C:48]=2[Cl:55])=[O:43])=[CH:40][CH:39]=1)=O.CCN(CC)CC.C(O)(=O)C.[BH3-]C#N.[Na+]. (3) Reactant: Br[C:2]1[CH:7]=[CH:6][C:5]([C:8]2[C:12]([C:13]3[CH:18]=[CH:17][C:16]([S:19]([CH3:22])(=[O:21])=[O:20])=[C:15]([F:23])[CH:14]=3)=[C:11]([CH3:24])[O:10][N:9]=2)=[CH:4][CH:3]=1.C([Sn](CCCC)(CCCC)[C:30]1[N:31]=[CH:32][S:33][CH:34]=1)CCC. Product: [F:23][C:15]1[CH:14]=[C:13]([C:12]2[C:8]([C:5]3[CH:6]=[CH:7][C:2]([C:30]4[N:31]=[CH:32][S:33][CH:34]=4)=[CH:3][CH:4]=3)=[N:9][O:10][C:11]=2[CH3:24])[CH:18]=[CH:17][C:16]=1[S:19]([CH3:22])(=[O:21])=[O:20]. The catalyst class is: 11. (4) Reactant: N[CH2:2][CH2:3][CH2:4][CH2:5][C:6]([OH:8])=[O:7].C(N(CC)CC)C.[CH3:16][C:17]([O:20][C:21](ON=C(C1C=CC=CC=1)C#N)=[O:22])([CH3:19])[CH3:18]. Product: [C:17]([O:20][C:21]([CH2:2][CH2:3][CH2:4][CH2:5][C:6]([OH:8])=[O:7])=[O:22])([CH3:19])([CH3:18])[CH3:16]. The catalyst class is: 12. (5) Reactant: [Br:1][C:2]1[CH:3]=[C:4]2[C:9](=[CH:10][CH:11]=1)[N:8]=[C:7]([CH2:12]Cl)[CH:6]=[CH:5]2.C[N:15](C=O)C.CC#N.C1(=O)NC(=O)C2=CC=CC=C12.[K].NN. Product: [Br:1][C:2]1[CH:3]=[C:4]2[C:9](=[CH:10][CH:11]=1)[N:8]=[C:7]([CH2:12][NH2:15])[CH:6]=[CH:5]2. The catalyst class is: 6. (6) Reactant: [ClH:1].[CH3:2][O:3][C:4]1[CH:5]=[C:6]2[C:9](=[CH:10][C:11]=1[O:12][CH3:13])[CH:8]([CH2:14][N:15](C)[CH2:16][CH2:17][C:18]([N:20]1[CH2:26][CH2:25][C:24]3[CH:27]=[C:28]([O:33][CH3:34])[C:29]([O:31][CH3:32])=[CH:30][C:23]=3[CH2:22][CH2:21]1)=[O:19])[CH2:7]2.COC1C=C2C(=CC=1OC)[C@@H](CN)C2.C1COCC1. Product: [ClH:1].[CH3:2][O:3][C:4]1[CH:5]=[C:6]2[C:9](=[CH:10][C:11]=1[O:12][CH3:13])[C@@H:8]([CH2:14][NH:15][CH2:16][CH2:17][C:18]([N:20]1[CH2:21][CH2:22][C:23]3[CH:30]=[C:29]([O:31][CH3:32])[C:28]([O:33][CH3:34])=[CH:27][C:24]=3[CH2:25][CH2:26]1)=[O:19])[CH2:7]2. The catalyst class is: 12. (7) The catalyst class is: 2. Reactant: CC(OI1(OC(C)=O)(OC(C)=O)OC(=O)C2C=CC=CC1=2)=O.[CH3:23][C:24]1[S:25][C:26]([CH:30]([OH:34])[CH:31]([CH3:33])[CH3:32])=[C:27]([CH3:29])[N:28]=1. Product: [CH3:23][C:24]1[S:25][C:26]([C:30](=[O:34])[CH:31]([CH3:32])[CH3:33])=[C:27]([CH3:29])[N:28]=1. (8) Reactant: Br[C:2](=[C:6]([OH:8])[CH3:7])[C:3](=O)C.[C:9]([NH2:12])(=[S:11])[CH3:10]. Product: [C:6]([C:2]1[S:11][C:9]([CH3:10])=[N:12][CH:3]=1)(=[O:8])[CH3:7]. The catalyst class is: 21. (9) Reactant: [F:1][C:2]1[C:7]([F:8])=[CH:6][CH:5]=[CH:4][C:3]=1[C@H:9]1[CH2:14][N:13]([CH2:15][C@H:16]([OH:21])[C:17]([F:20])([F:19])[F:18])[C:12](=[O:22])[C@@H:11]([NH:23]C(=O)OC(C)(C)C)[CH2:10]1. Product: [NH2:23][C@H:11]1[CH2:10][C@@H:9]([C:3]2[CH:4]=[CH:5][CH:6]=[C:7]([F:8])[C:2]=2[F:1])[CH2:14][N:13]([CH2:15][C@H:16]([OH:21])[C:17]([F:20])([F:18])[F:19])[C:12]1=[O:22]. The catalyst class is: 13.